From a dataset of Forward reaction prediction with 1.9M reactions from USPTO patents (1976-2016). Predict the product of the given reaction. (1) Given the reactants [NH:1]1[CH:5]=[CH:4][N:3]=[C:2]1[CH2:6][N:7]([CH2:14][C:15]1[CH:23]=[CH:22][C:18]([C:19]([OH:21])=O)=[CH:17][CH:16]=1)[CH2:8][C:9]1[NH:10][CH:11]=[CH:12][N:13]=1.C1CCC(N=C=NC2CCCCC2)CC1.C1C=CC2N(O)N=NC=2C=1.[CH2:49]([N:52]([CH2:57][CH2:58][CH3:59])[CH2:53][CH2:54][CH2:55][NH2:56])[CH2:50][CH3:51], predict the reaction product. The product is: [NH:1]1[CH:5]=[CH:4][N:3]=[C:2]1[CH2:6][N:7]([CH2:14][C:15]1[CH:16]=[CH:17][C:18]([C:19]([NH:56][CH2:55][CH2:54][CH2:53][N:52]([CH2:57][CH2:58][CH3:59])[CH2:49][CH2:50][CH3:51])=[O:21])=[CH:22][CH:23]=1)[CH2:8][C:9]1[NH:13][CH:12]=[CH:11][N:10]=1. (2) Given the reactants [O:1]1[CH2:6][CH2:5][N:4]([C:7]2[N:12]=[C:11]([C:13]3[C:21]4[C:16](=[CH:17][CH:18]=[C:19]([C:22]5[S:23][CH:24]=[N:25][N:26]=5)[CH:20]=4)[N:15](C(OC(C)(C)C)=O)[CH:14]=3)[CH:10]=[CH:9][CH:8]=2)[CH2:3][CH2:2]1.C(O)(C(F)(F)F)=O, predict the reaction product. The product is: [S:23]1[CH:24]=[N:25][N:26]=[C:22]1[C:19]1[CH:20]=[C:21]2[C:16](=[CH:17][CH:18]=1)[NH:15][CH:14]=[C:13]2[C:11]1[N:12]=[C:7]([N:4]2[CH2:5][CH2:6][O:1][CH2:2][CH2:3]2)[CH:8]=[CH:9][CH:10]=1. (3) Given the reactants Br[CH2:2][CH:3]([C:5]1[CH:10]=[CH:9][C:8]([C:11]2[N:15]=[C:14]([C:16]3[C:20]([CH2:21][CH2:22][CH3:23])=[C:19]([C:24]4[CH:29]=[CH:28][CH:27]=[CH:26][CH:25]=4)[O:18][N:17]=3)[O:13][N:12]=2)=[CH:7][CH:6]=1)[OH:4].[NH:30]1[CH2:34][CH2:33][CH:32]([C:35]([OH:37])=[O:36])[CH2:31]1.C1CCN2C(=NCCC2)CC1, predict the reaction product. The product is: [OH:4][CH:3]([C:5]1[CH:10]=[CH:9][C:8]([C:11]2[N:15]=[C:14]([C:16]3[C:20]([CH2:21][CH2:22][CH3:23])=[C:19]([C:24]4[CH:29]=[CH:28][CH:27]=[CH:26][CH:25]=4)[O:18][N:17]=3)[O:13][N:12]=2)=[CH:7][CH:6]=1)[CH2:2][N:30]1[CH2:34][CH2:33][CH:32]([C:35]([OH:37])=[O:36])[CH2:31]1. (4) Given the reactants [CH2:1]1[CH2:5][O:4][CH2:3][CH2:2]1.[C:6]1(P(C2C=CC=CC=2)C2C=CC=CC=2)C=CC=CC=1.C(OC(N=NC(OC(C)C)=O)=O)(C)C.[Si](OC1[CH:48]=[CH:49][C:50]2[C:62](=[O:63])[C:61]3[C:60]4[C:55](=[CH:56][C:57]([C:64]#[N:65])=[CH:58][CH:59]=4)[NH:54][C:53]=3[C:52]([CH3:67])([CH3:66])C=2C=1)(C(C)(C)C)(C)C, predict the reaction product. The product is: [CH3:3][O:4][C:5]1[CH:48]=[CH:49][C:50]2[C:62](=[O:63])[C:61]3[C:60]4[C:55](=[CH:56][C:57]([C:64]#[N:65])=[CH:58][CH:59]=4)[N:54]([CH3:6])[C:53]=3[C:52]([CH3:67])([CH3:66])[C:2]=2[CH:1]=1. (5) Given the reactants Br[C:2]1[N:3]=[CH:4][N:5]([C:7]([C:20]2[CH:25]=[CH:24][CH:23]=[CH:22][CH:21]=2)([C:14]2[CH:19]=[CH:18][CH:17]=[CH:16][CH:15]=2)[C:8]2[CH:13]=[CH:12][CH:11]=[CH:10][CH:9]=2)[CH:6]=1.[C:26]([C:28]1[CH:29]=[C:30](B(O)O)[CH:31]=[CH:32][CH:33]=1)#[N:27].COCCOC.C(=O)([O-])[O-].[Na+].[Na+], predict the reaction product. The product is: [C:26]([C:28]1[CH:33]=[C:32]([C:2]2[N:3]=[CH:4][N:5]([C:7]([C:8]3[CH:9]=[CH:10][CH:11]=[CH:12][CH:13]=3)([C:14]3[CH:19]=[CH:18][CH:17]=[CH:16][CH:15]=3)[C:20]3[CH:21]=[CH:22][CH:23]=[CH:24][CH:25]=3)[CH:6]=2)[CH:31]=[CH:30][CH:29]=1)#[N:27]. (6) Given the reactants [Cl:1][CH2:2][CH2:3][CH2:4][O:5][C:6]1[C:15]([O:16][CH3:17])=[CH:14][C:9]([C:10]([O:12][CH3:13])=[O:11])=[C:8]([N+:18]([O-])=O)[CH:7]=1.[NH4+].[Cl-], predict the reaction product. The product is: [NH2:18][C:8]1[CH:7]=[C:6]([O:5][CH2:4][CH2:3][CH2:2][Cl:1])[C:15]([O:16][CH3:17])=[CH:14][C:9]=1[C:10]([O:12][CH3:13])=[O:11]. (7) Given the reactants [F:1][C:2]1[C:9]([OH:10])=[CH:8][CH:7]=[C:6]([F:11])[C:3]=1[CH:4]=[O:5].Br[CH2:13][CH2:14][O:15][CH:16]1[CH2:21][CH2:20][CH2:19][CH2:18][O:17]1.C(=O)([O-])[O-].[K+].[K+].O, predict the reaction product. The product is: [F:1][C:2]1[C:9]([O:10][CH2:13][CH2:14][O:15][CH:16]2[CH2:21][CH2:20][CH2:19][CH2:18][O:17]2)=[CH:8][CH:7]=[C:6]([F:11])[C:3]=1[CH:4]=[O:5]. (8) Given the reactants [Br:1][CH2:2][C:3]([NH:5][C:6]1[CH:11]=[CH:10][C:9]([Cl:12])=[C:8]([Cl:13])[CH:7]=1)=[O:4].[CH2:14]([NH2:18])[CH:15]([CH3:17])[CH3:16], predict the reaction product. The product is: [BrH:1].[Cl:13][C:8]1[CH:7]=[C:6]([NH:5][C:3](=[O:4])[CH2:2][NH:18][CH2:14][CH:15]([CH3:17])[CH3:16])[CH:11]=[CH:10][C:9]=1[Cl:12].